Dataset: Peptide-MHC class II binding affinity with 134,281 pairs from IEDB. Task: Regression. Given a peptide amino acid sequence and an MHC pseudo amino acid sequence, predict their binding affinity value. This is MHC class II binding data. (1) The peptide sequence is NAPTWIDIEGRFNDP. The MHC is DRB1_0101 with pseudo-sequence DRB1_0101. The binding affinity (normalized) is 0.113. (2) The peptide sequence is KVYLAWVPAHKGIGG. The MHC is DRB3_0101 with pseudo-sequence DRB3_0101. The binding affinity (normalized) is 0.